This data is from Forward reaction prediction with 1.9M reactions from USPTO patents (1976-2016). The task is: Predict the product of the given reaction. (1) Given the reactants [NH:1]1[C:9]2[CH:8]=[CH:7][N:6]=[CH:5][C:4]=2[CH:3]=[CH:2]1.[Cl:10][C:11]1[CH:19]=[C:18]([CH2:20][OH:21])[CH:17]=[C:16]([Cl:22])[C:12]=1[C:13](O)=[O:14], predict the reaction product. The product is: [Cl:10][C:11]1[CH:19]=[C:18]([CH2:20][OH:21])[CH:17]=[C:16]([Cl:22])[C:12]=1[C:13]([N:1]1[C:9]2[CH:8]=[CH:7][N:6]=[CH:5][C:4]=2[CH:3]=[CH:2]1)=[O:14]. (2) The product is: [F:23][C:19]1[CH:18]=[C:17]([CH:22]=[CH:21][CH:20]=1)[CH2:16][N:12]1[C:11]2[CH2:10][CH2:9][C@@H:8]([NH:24][C:25](=[O:29])[CH:26]([CH3:27])[CH3:28])[CH2:7][C:6]=2[C:5]2[C:13]1=[CH:14][CH:15]=[C:3]([CH:1]=[O:31])[CH:4]=2. Given the reactants [C:1]([C:3]1[CH:4]=[C:5]2[C:13](=[CH:14][CH:15]=1)[N:12]([CH2:16][C:17]1[CH:22]=[CH:21][CH:20]=[C:19]([F:23])[CH:18]=1)[C:11]1[CH2:10][CH2:9][C@@H:8]([NH:24][C:25](=[O:29])[CH:26]([CH3:28])[CH3:27])[CH2:7][C:6]2=1)#N.C(O)=[O:31], predict the reaction product. (3) Given the reactants [Cl:1][C:2]1[CH:3]=[CH:4][CH:5]=[C:6]2[C:11]=1[N:10]=[CH:9][C:8](I)=[CH:7]2.[O-]P([O-])([O-])=O.[K+].[K+].[K+].C(O)CO.[F:25][C:26]1[CH:27]=[C:28]([SH:32])[CH:29]=[CH:30][CH:31]=1, predict the reaction product. The product is: [Cl:1][C:2]1[CH:3]=[CH:4][CH:5]=[C:6]2[C:11]=1[N:10]=[CH:9][C:8]([S:32][C:28]1[CH:29]=[CH:30][CH:31]=[C:26]([F:25])[CH:27]=1)=[CH:7]2. (4) Given the reactants [N+](=CC(OCC)=O)=[N-].[CH2:9]([O:11][C:12]([C@@H:14]1[CH2:16][C@H:15]1[C:17]1[CH:22]=[C:21]([F:23])[C:20]([N+:24]([O-])=O)=[CH:19][C:18]=1[F:27])=[O:13])[CH3:10].C(OCC)(=O)/C=C/C(OCC)=O, predict the reaction product. The product is: [NH2:24][C:20]1[C:21]([F:23])=[CH:22][C:17]([C@@H:15]2[CH2:16][C@H:14]2[C:12]([O:11][CH2:9][CH3:10])=[O:13])=[C:18]([F:27])[CH:19]=1. (5) Given the reactants [Cl:1][C:2]1[C:7]([C:8]#[N:9])=[C:6]([OH:10])[CH:5]=[CH:4][C:3]=1[O:11][C:12](=[O:14])[CH3:13].Cl[CH2:16][C:17](=[O:19])[CH3:18].C([O-])([O-])=O.[K+].[K+], predict the reaction product. The product is: [C:17]([C:18]1[O:10][C:6]2[CH:5]=[CH:4][C:3]([O:11][C:12]([CH3:13])=[O:14])=[C:2]([Cl:1])[C:7]=2[C:8]=1[NH2:9])(=[O:19])[CH3:16].